This data is from Forward reaction prediction with 1.9M reactions from USPTO patents (1976-2016). The task is: Predict the product of the given reaction. Given the reactants Cl[C:2]1[N:10]2[C:6](=[N:7][C:8]3[CH:14]=[CH:13][CH:12]=[CH:11][C:9]=32)[C:5]([C:15]#[N:16])=[C:4]([CH3:17])[C:3]=1[C:18]1[CH:23]=[CH:22][CH:21]=[CH:20][CH:19]=1.C(N(CC)CC)C.[CH3:31][C@H:32]1[CH2:37][NH:36][CH2:35][CH2:34][NH:33]1.O, predict the reaction product. The product is: [CH3:17][C:4]1[C:3]([C:18]2[CH:19]=[CH:20][CH:21]=[CH:22][CH:23]=2)=[C:2]([N:36]2[CH2:35][CH2:34][NH:33][C@@H:32]([CH3:31])[CH2:37]2)[N:10]2[C:6](=[N:7][C:8]3[CH:14]=[CH:13][CH:12]=[CH:11][C:9]=32)[C:5]=1[C:15]#[N:16].